Dataset: Forward reaction prediction with 1.9M reactions from USPTO patents (1976-2016). Task: Predict the product of the given reaction. (1) The product is: [CH3:25][C:26]([CH3:45])([CH3:46])[CH2:27][C:28]([NH:30][C:31]1[CH:32]=[C:33]2[C:37](=[CH:38][CH:39]=1)[N:36]([CH2:51][C:50]1[CH:53]=[CH:54][CH:55]=[CH:56][C:49]=1[C:48]([F:47])([F:57])[F:58])[C:35]([C:40]([O:42][CH2:43][CH3:44])=[O:41])=[CH:34]2)=[O:29]. Given the reactants O1CCOCCOCCOCCOCCOCC1.CC(C)([O-])C.[K+].[CH3:25][C:26]([CH3:46])([CH3:45])[CH2:27][C:28]([NH:30][C:31]1[CH:32]=[C:33]2[C:37](=[CH:38][CH:39]=1)[NH:36][C:35]([C:40]([O:42][CH2:43][CH3:44])=[O:41])=[CH:34]2)=[O:29].[F:47][C:48]([F:58])([F:57])[C:49]1[CH:56]=[CH:55][CH:54]=[CH:53][C:50]=1[CH2:51]Br, predict the reaction product. (2) Given the reactants [N:1]1([C:7]([N:9]2[CH2:14][CH:13]([C:15]3[CH:20]=[CH:19][C:18]([C:21]([F:24])([F:23])[F:22])=[CH:17][CH:16]=3)[CH2:12][CH:11]([C:25]([O:27]C)=[O:26])[CH2:10]2)=[O:8])[CH2:6][CH2:5][O:4][CH2:3][CH2:2]1.CC(C)([O-])C.[K+], predict the reaction product. The product is: [N:1]1([C:7]([N:9]2[CH2:14][CH:13]([C:15]3[CH:20]=[CH:19][C:18]([C:21]([F:23])([F:24])[F:22])=[CH:17][CH:16]=3)[CH2:12][CH:11]([C:25]([OH:27])=[O:26])[CH2:10]2)=[O:8])[CH2:6][CH2:5][O:4][CH2:3][CH2:2]1. (3) Given the reactants [C:1]1([C:10]2[CH:15]=[CH:14][CH:13]=[CH:12][CH:11]=2)[CH:6]=[CH:5][CH:4]=[CH:3][C:2]=1[SiH:7]([CH3:9])[CH3:8].C12CC(CC1)C=C2, predict the reaction product. The product is: [CH3:8][Si:7]1([CH3:9])[C:15]2[CH:14]=[CH:13][CH:12]=[CH:11][C:10]=2[C:1]2[CH:6]=[CH:5][CH:4]=[CH:3][C:2]1=2. (4) Given the reactants [F-].C([N+](CCCC)(CCCC)CCCC)CCC.[CH3:19][O:20][C:21](=[O:47])[C:22]1[CH:27]=[C:26]([CH3:28])[C:25]([Br:29])=[C:24]([S:30][CH2:31][C:32]2[CH:37]=[CH:36][CH:35]=[C:34]([Cl:38])[C:33]=2[O:39][Si](C(C)(C)C)(C)C)[CH:23]=1, predict the reaction product. The product is: [CH3:19][O:20][C:21](=[O:47])[C:22]1[CH:27]=[C:26]([CH3:28])[C:25]([Br:29])=[C:24]([S:30][CH2:31][C:32]2[CH:37]=[CH:36][CH:35]=[C:34]([Cl:38])[C:33]=2[OH:39])[CH:23]=1. (5) Given the reactants Br[C:2]1[C:3]([NH:9][CH2:10][C@H:11]2[CH2:16][CH2:15][CH2:14][N:13]([C:17]([O:19][C:20]([CH3:23])([CH3:22])[CH3:21])=[O:18])[CH2:12]2)=[N:4][C:5]([Cl:8])=[N:6][CH:7]=1.[Cl:24][C:25]1[CH:30]=[CH:29][CH:28]=[CH:27][C:26]=1[C:31]#[CH:32].CCN(C(C)C)C(C)C, predict the reaction product. The product is: [Cl:8][C:5]1[N:4]=[C:3]([NH:9][CH2:10][C@H:11]2[CH2:16][CH2:15][CH2:14][N:13]([C:17]([O:19][C:20]([CH3:23])([CH3:22])[CH3:21])=[O:18])[CH2:12]2)[C:2]([C:32]#[C:31][C:26]2[CH:27]=[CH:28][CH:29]=[CH:30][C:25]=2[Cl:24])=[CH:7][N:6]=1. (6) The product is: [F:18][C:10]([F:17])([C:11]1[CH:12]=[CH:13][CH:14]=[CH:15][CH:16]=1)[CH2:9][NH:8][C:5]1[C:4]([F:20])=[C:3]([CH2:21][CH2:22][OH:23])[C:2]([Cl:1])=[CH:7][CH:6]=1. Given the reactants [Cl:1][C:2]1[CH:7]=[CH:6][C:5]([NH:8][C:9](=O)[C:10]([F:18])([F:17])[C:11]2[CH:16]=[CH:15][CH:14]=[CH:13][CH:12]=2)=[C:4]([F:20])[C:3]=1[CH2:21][CH2:22][OH:23].C([O-])([O-])=O.[K+].[K+], predict the reaction product. (7) Given the reactants [CH3:1][O:2][C:3]1[CH:4]=[CH:5][C:6]2[O:10][C:9](B(O)O)=[CH:8][C:7]=2[CH:14]=1.Br[C:16]1[CH:24]=[CH:23][C:19]([C:20]([NH2:22])=[O:21])=[CH:18][N:17]=1.CCN(CC)CC, predict the reaction product. The product is: [CH3:1][O:2][C:3]1[CH:4]=[CH:5][C:6]2[O:10][C:9]([C:16]3[CH:24]=[CH:23][C:19]([C:20]([NH2:22])=[O:21])=[CH:18][N:17]=3)=[CH:8][C:7]=2[CH:14]=1.